From a dataset of Catalyst prediction with 721,799 reactions and 888 catalyst types from USPTO. Predict which catalyst facilitates the given reaction. (1) Reactant: [CH3:1][O:2][C:3]1[CH:4]=[C:5]([CH:8]=[CH:9][CH:10]=1)[CH:6]=O.C1(C)C=CC=CC=1.C([O-])(=O)C.[NH4+].[C:23]([CH2:25]C(O)=O)#[N:24]. Product: [CH3:1][O:2][C:3]1[CH:4]=[C:5]([CH:8]=[CH:9][CH:10]=1)[CH:6]=[CH:25][C:23]#[N:24]. The catalyst class is: 17. (2) The catalyst class is: 9. Reactant: CS(O[CH2:6][C:7]1([C:21]2[CH:26]=[CH:25][CH:24]=[C:23]([O:27][CH3:28])[CH:22]=2)[CH2:12][CH2:11][N:10]([C:13]2[CH:18]=[CH:17][CH:16]=[CH:15][C:14]=2[O:19][CH3:20])[CH2:9][CH2:8]1)(=O)=O.[CH3:29][S-:30].[Na+].[Cl-].[NH4+]. Product: [CH3:20][O:19][C:14]1[CH:15]=[CH:16][CH:17]=[CH:18][C:13]=1[N:10]1[CH2:9][CH2:8][C:7]([C:21]2[CH:26]=[CH:25][CH:24]=[C:23]([O:27][CH3:28])[CH:22]=2)([CH2:6][S:30][CH3:29])[CH2:12][CH2:11]1.